This data is from Full USPTO retrosynthesis dataset with 1.9M reactions from patents (1976-2016). The task is: Predict the reactants needed to synthesize the given product. (1) Given the product [C:20]([N:4]1[CH2:5][C@H:6]([NH:8][S:9]([C:12]2[CH:17]=[C:16]([Br:18])[CH:15]=[CH:14][C:13]=2[Br:19])(=[O:10])=[O:11])[CH2:7][C@@H:3]1[CH2:2][NH:1][C:31](=[O:32])[C:30]1[CH:34]=[CH:35][CH:36]=[C:28]([F:27])[CH:29]=1)#[N:40], predict the reactants needed to synthesize it. The reactants are: [NH2:1][CH2:2][C@H:3]1[CH2:7][C@@H:6]([NH:8][S:9]([C:12]2[CH:17]=[C:16]([Br:18])[CH:15]=[CH:14][C:13]=2[Br:19])(=[O:11])=[O:10])[CH2:5][N:4]1[C:20](OC(C)(C)C)=O.[F:27][C:28]1[CH:29]=[C:30]([CH:34]=[CH:35][CH:36]=1)[C:31](Cl)=[O:32].Cl.CC[N:40](C(C)C)C(C)C.N#CBr.C(O)C(N)(CO)CO. (2) Given the product [Br:23][C:24]1[N:29]=[C:28]([C:30]([NH:22][C:17]2[CH:18]=[N:19][CH:20]=[CH:21][C:16]=2[C:11]2[CH2:12][CH:13]([CH3:15])[CH2:14][CH:9]([O:8][Si:1]([C:4]([CH3:7])([CH3:5])[CH3:6])([CH3:3])[CH3:2])[CH:10]=2)=[O:31])[CH:27]=[CH:26][C:25]=1[F:33], predict the reactants needed to synthesize it. The reactants are: [Si:1]([O:8][CH:9]1[CH2:14][CH:13]([CH3:15])[CH2:12][C:11]([C:16]2[CH:21]=[CH:20][N:19]=[CH:18][C:17]=2[NH2:22])=[CH:10]1)([C:4]([CH3:7])([CH3:6])[CH3:5])([CH3:3])[CH3:2].[Br:23][C:24]1[N:29]=[C:28]([C:30](O)=[O:31])[CH:27]=[CH:26][C:25]=1[F:33].